The task is: Regression/Classification. Given a drug SMILES string, predict its absorption, distribution, metabolism, or excretion properties. Task type varies by dataset: regression for continuous measurements (e.g., permeability, clearance, half-life) or binary classification for categorical outcomes (e.g., BBB penetration, CYP inhibition). Dataset: cyp2c19_veith.. This data is from CYP2C19 inhibition data for predicting drug metabolism from PubChem BioAssay. (1) The compound is CCCCN1CCC(COC(=O)c2cc(Cl)c(N)c3c2OCCO3)CC1. The result is 0 (non-inhibitor). (2) The molecule is COc1cccc(Cn2c(=O)c(-c3cccc(Cl)c3)nc3cncnc32)c1. The result is 1 (inhibitor).